Dataset: Forward reaction prediction with 1.9M reactions from USPTO patents (1976-2016). Task: Predict the product of the given reaction. (1) Given the reactants I[C:2]1[C:10]2[C:5](=[CH:6][C:7]([C@H:11]3[C@@:13]4([C:21]5[C:16](=[CH:17][CH:18]=[C:19]([O:22][CH3:23])[CH:20]=5)[NH:15][C:14]4=[O:24])[CH2:12]3)=[CH:8][CH:9]=2)[NH:4][N:3]=1.[CH3:25][N:26]1[CH2:31][CH2:30][N:29]([C:32]2[CH:37]=[CH:36][C:35](B3OC(C)(C)C(C)(C)O3)=[CH:34][CH:33]=2)[CH2:28][CH2:27]1.[Li+].[Cl-:48].C([O-])([O-])=O.[Na+].[Na+].[I-].Cl, predict the reaction product. The product is: [ClH:48].[CH3:23][O:22][C:19]1[CH:20]=[C:21]2[C:16](=[CH:17][CH:18]=1)[NH:15][C:14](=[O:24])[C@:13]12[CH2:12][C@H:11]1[C:7]1[CH:6]=[C:5]2[C:10]([C:2]([C:35]3[CH:34]=[CH:33][C:32]([N:29]4[CH2:30][CH2:31][N:26]([CH3:25])[CH2:27][CH2:28]4)=[CH:37][CH:36]=3)=[N:3][NH:4]2)=[CH:9][CH:8]=1. (2) Given the reactants [Si]([O:8][CH2:9][CH:10]1[CH2:32][C:31]2[C:12](=[CH:13][C:14]3[N+:19]([O-:20])=[N:18][C:17]([CH2:21][CH2:22][CH2:23][N:24]4[CH2:29][CH2:28][O:27][CH2:26][CH2:25]4)=[N:16][C:15]=3[CH:30]=2)[CH2:11]1)(C(C)(C)C)(C)C.Cl, predict the reaction product. The product is: [N:24]1([CH2:23][CH2:22][CH2:21][C:17]2[N:18]=[N+:19]([O-:20])[C:14]3[CH:13]=[C:12]4[C:31]([CH2:32][CH:10]([CH2:9][OH:8])[CH2:11]4)=[CH:30][C:15]=3[N:16]=2)[CH2:29][CH2:28][O:27][CH2:26][CH2:25]1. (3) The product is: [CH3:11][C:9]1[S:10][C:6]2[C:5]([C:16]3[CH:17]=[N:18][CH:19]=[C:20]([CH3:22])[CH:21]=3)=[CH:4][N:3]=[C:2]([NH:23][C:24]3[N:25]=[C:26]([CH3:29])[S:27][CH:28]=3)[C:7]=2[N:8]=1. Given the reactants Cl[C:2]1[C:7]2[N:8]=[C:9]([CH3:11])[S:10][C:6]=2[C:5](B(O)O)=[CH:4][N:3]=1.Br[C:16]1[CH:17]=[N:18][CH:19]=[C:20]([CH3:22])[CH:21]=1.[NH2:23][C:24]1[N:25]=[C:26]([CH3:29])[S:27][CH:28]=1, predict the reaction product. (4) Given the reactants C(CC(O)=S)=CC1C=CC=CC=1.[CH:13]([S:21]([CH2:24][C:25]([OH:27])=[O:26])(=[O:23])=[O:22])=[CH:14][C:15]1[CH:20]=[CH:19][CH:18]=[CH:17][CH:16]=1, predict the reaction product. The product is: [CH:13](/[S:21]([CH2:24][C:25]([OH:27])=[O:26])(=[O:22])=[O:23])=[CH:14]/[C:15]1[CH:20]=[CH:19][CH:18]=[CH:17][CH:16]=1. (5) Given the reactants [CH3:1][C:2]1[CH:7]=[C:6]([Cl:8])[C:5]([CH3:9])=[CH:4][C:3]=1[S:10]([CH2:13][C:14]#[N:15])(=[O:12])=[O:11].ClC1C=C[C:20]([S:23]([CH2:26]C#N)(=[O:25])=[O:24])=CC=1, predict the reaction product. The product is: [Cl:8][C:6]1[C:5]([CH3:9])=[CH:4][C:3]([S:10]([C:13](=[C:26]([S:10]([CH3:3])(=[O:12])=[O:11])[S:23]([CH3:20])(=[O:25])=[O:24])[C:14]#[N:15])(=[O:12])=[O:11])=[C:2]([CH3:1])[CH:7]=1.